The task is: Predict the product of the given reaction.. This data is from Forward reaction prediction with 1.9M reactions from USPTO patents (1976-2016). Given the reactants [CH:1]1([CH2:4][N:5]([CH:13]2[CH2:18][CH2:17][NH:16][CH2:15][CH2:14]2)[CH2:6][C:7]2[CH:8]=[N:9][CH:10]=[CH:11][CH:12]=2)[CH2:3][CH2:2]1.Cl[C:20]([O:22][C:23]1[CH:28]=[CH:27][C:26]([O:29][C:30]2[CH:35]=[CH:34][C:33]([C:36]([F:39])([F:38])[F:37])=[CH:32][N:31]=2)=[CH:25][CH:24]=1)=[O:21].C(NC(C)C)(C)C, predict the reaction product. The product is: [F:38][C:36]([F:37])([F:39])[C:33]1[CH:34]=[CH:35][C:30]([O:29][C:26]2[CH:27]=[CH:28][C:23]([O:22][C:20]([N:16]3[CH2:15][CH2:14][CH:13]([N:5]([CH2:4][CH:1]4[CH2:2][CH2:3]4)[CH2:6][C:7]4[CH:8]=[N:9][CH:10]=[CH:11][CH:12]=4)[CH2:18][CH2:17]3)=[O:21])=[CH:24][CH:25]=2)=[N:31][CH:32]=1.